This data is from Catalyst prediction with 721,799 reactions and 888 catalyst types from USPTO. The task is: Predict which catalyst facilitates the given reaction. (1) Reactant: [Br:1]N1C(=O)CCC1=O.[CH3:9][C:10]1[C:15]2[C:16](=[O:19])[CH2:17][O:18][C:14]=2[C:13]([CH3:20])=[C:12]([CH3:21])[CH:11]=1. Product: [Br:1][C:11]1[C:12]([CH3:21])=[C:13]([CH3:20])[C:14]2[O:18][CH2:17][C:16](=[O:19])[C:15]=2[C:10]=1[CH3:9]. The catalyst class is: 2. (2) Reactant: [C:1]1([C:7]2[C:8]([C:22]3[CH:29]=[CH:28][C:25]([CH:26]=O)=[CH:24][CH:23]=3)=[N:9][C:10]3[C:15]([CH:16]=2)=[C:14]([C:17]2[CH:18]=[N:19][NH:20][CH:21]=2)[N:13]=[CH:12][CH:11]=3)[CH:6]=[CH:5][CH:4]=[CH:3][CH:2]=1.[NH2:30][CH2:31][C:32]([CH3:36])([CH3:35])[CH2:33][OH:34].C(O)(=O)C.C(O[BH-](OC(=O)C)OC(=O)C)(=O)C.[Na+].C(=O)(O)[O-].[Na+]. Product: [CH3:35][C:32]([CH3:36])([CH2:31][NH:30][CH2:26][C:25]1[CH:24]=[CH:23][C:22]([C:8]2[C:7]([C:1]3[CH:6]=[CH:5][CH:4]=[CH:3][CH:2]=3)=[CH:16][C:15]3[C:10](=[CH:11][CH:12]=[N:13][C:14]=3[C:17]3[CH:21]=[N:20][NH:19][CH:18]=3)[N:9]=2)=[CH:29][CH:28]=1)[CH2:33][OH:34]. The catalyst class is: 37.